From a dataset of NCI-60 drug combinations with 297,098 pairs across 59 cell lines. Regression. Given two drug SMILES strings and cell line genomic features, predict the synergy score measuring deviation from expected non-interaction effect. (1) Drug 1: C1=CC(=CC=C1CCCC(=O)O)N(CCCl)CCCl. Drug 2: C1C(C(OC1N2C=NC3=C2NC=NCC3O)CO)O. Cell line: UO-31. Synergy scores: CSS=5.21, Synergy_ZIP=-7.15, Synergy_Bliss=-8.37, Synergy_Loewe=-5.77, Synergy_HSA=-5.38. (2) Drug 1: C1=CC(=CC=C1CCC2=CNC3=C2C(=O)NC(=N3)N)C(=O)NC(CCC(=O)O)C(=O)O. Drug 2: CCC(=C(C1=CC=CC=C1)C2=CC=C(C=C2)OCCN(C)C)C3=CC=CC=C3.C(C(=O)O)C(CC(=O)O)(C(=O)O)O. Cell line: SR. Synergy scores: CSS=49.3, Synergy_ZIP=6.28, Synergy_Bliss=3.84, Synergy_Loewe=-9.55, Synergy_HSA=5.09. (3) Drug 1: CC(C)(C#N)C1=CC(=CC(=C1)CN2C=NC=N2)C(C)(C)C#N. Cell line: IGROV1. Synergy scores: CSS=6.35, Synergy_ZIP=-0.607, Synergy_Bliss=2.84, Synergy_Loewe=-1.72, Synergy_HSA=-1.05. Drug 2: CC1=C(C(=O)C2=C(C1=O)N3CC4C(C3(C2COC(=O)N)OC)N4)N. (4) Drug 1: CC1=C(C=C(C=C1)NC2=NC=CC(=N2)N(C)C3=CC4=NN(C(=C4C=C3)C)C)S(=O)(=O)N.Cl. Drug 2: C1=C(C(=O)NC(=O)N1)F. Cell line: U251. Synergy scores: CSS=35.8, Synergy_ZIP=-5.54, Synergy_Bliss=-7.66, Synergy_Loewe=-4.49, Synergy_HSA=-4.05.